Dataset: Clinical trial toxicity outcomes and FDA approval status for drugs. Task: Regression/Classification. Given a drug SMILES string, predict its toxicity properties. Task type varies by dataset: regression for continuous values (e.g., LD50, hERG inhibition percentage) or binary classification for toxic/non-toxic outcomes (e.g., AMES mutagenicity, cardiotoxicity, hepatotoxicity). Dataset: clintox. (1) The result is 0 (passed clinical trial). The drug is CC(CCc1ccccc1)[NH2+]CC(O)c1ccc(O)c(C(N)=O)c1. (2) The drug is C[C@H]1O[C@@H](O[C@H]2[C@@H](O)C[C@H](O[C@H]3CC[C@]4(C)[C@H]5C[C@@H](O)[C@]6(C)[C@@H](C7=CC(=O)OC7)CC[C@]6(O)[C@@H]5CC[C@@H]4C3)O[C@@H]2C)C[C@H](O)[C@@H]1O[C@H]1C[C@H](O)[C@H](O[C@@H]2O[C@H](CO)[C@@H](O)[C@H](O)[C@H]2O)[C@@H](C)O1. The result is 0 (passed clinical trial).